Dataset: NCI-60 drug combinations with 297,098 pairs across 59 cell lines. Task: Regression. Given two drug SMILES strings and cell line genomic features, predict the synergy score measuring deviation from expected non-interaction effect. (1) Cell line: T-47D. Synergy scores: CSS=26.2, Synergy_ZIP=-0.908, Synergy_Bliss=-0.277, Synergy_Loewe=-4.65, Synergy_HSA=1.30. Drug 2: C1CN(CCN1C(=O)CCBr)C(=O)CCBr. Drug 1: C1=C(C(=O)NC(=O)N1)F. (2) Synergy scores: CSS=35.4, Synergy_ZIP=2.16, Synergy_Bliss=3.41, Synergy_Loewe=-14.4, Synergy_HSA=2.77. Cell line: SN12C. Drug 2: CN(C)C1=NC(=NC(=N1)N(C)C)N(C)C. Drug 1: C1=C(C(=O)NC(=O)N1)N(CCCl)CCCl. (3) Drug 1: CC1C(C(=O)NC(C(=O)N2CCCC2C(=O)N(CC(=O)N(C(C(=O)O1)C(C)C)C)C)C(C)C)NC(=O)C3=C4C(=C(C=C3)C)OC5=C(C(=O)C(=C(C5=N4)C(=O)NC6C(OC(=O)C(N(C(=O)CN(C(=O)C7CCCN7C(=O)C(NC6=O)C(C)C)C)C)C(C)C)C)N)C. Drug 2: COC1=C2C(=CC3=C1OC=C3)C=CC(=O)O2. Cell line: T-47D. Synergy scores: CSS=1.23, Synergy_ZIP=-8.82, Synergy_Bliss=-4.77, Synergy_Loewe=-39.5, Synergy_HSA=-7.95. (4) Drug 1: C1=NC2=C(N=C(N=C2N1C3C(C(C(O3)CO)O)O)F)N. Drug 2: CC(C)CN1C=NC2=C1C3=CC=CC=C3N=C2N. Cell line: SK-MEL-5. Synergy scores: CSS=-0.863, Synergy_ZIP=-1.23, Synergy_Bliss=-3.33, Synergy_Loewe=-2.32, Synergy_HSA=-4.45.